Dataset: Peptide-MHC class II binding affinity with 134,281 pairs from IEDB. Task: Regression. Given a peptide amino acid sequence and an MHC pseudo amino acid sequence, predict their binding affinity value. This is MHC class II binding data. (1) The peptide sequence is ISFCNANPGLMKDVA. The MHC is HLA-DQA10102-DQB10502 with pseudo-sequence HLA-DQA10102-DQB10502. The binding affinity (normalized) is 0.523. (2) The MHC is DRB1_0301 with pseudo-sequence DRB1_0301. The binding affinity (normalized) is 0. The peptide sequence is MASSSSVLLVVALFA. (3) The peptide sequence is DKELYPLASLRSLFG. The MHC is HLA-DPA10201-DPB11401 with pseudo-sequence HLA-DPA10201-DPB11401. The binding affinity (normalized) is 0.327. (4) The peptide sequence is LMLLPTALAFHLTTR. The MHC is DRB1_0401 with pseudo-sequence DRB1_0401. The binding affinity (normalized) is 0.611. (5) The peptide sequence is PLMSSKFPELGMNPS. The MHC is HLA-DPA10201-DPB10101 with pseudo-sequence HLA-DPA10201-DPB10101. The binding affinity (normalized) is 0.383. (6) The peptide sequence is RNPRGSYQIAVVGLK. The MHC is HLA-DQA10501-DQB10201 with pseudo-sequence HLA-DQA10501-DQB10201. The binding affinity (normalized) is 0.275. (7) The peptide sequence is LSAEYAAVADELIGL. The MHC is HLA-DPA10301-DPB10402 with pseudo-sequence HLA-DPA10301-DPB10402. The binding affinity (normalized) is 0.241. (8) The peptide sequence is HTIENTTANISLTAI. The MHC is DRB1_1302 with pseudo-sequence DRB1_1302. The binding affinity (normalized) is 0.787. (9) The binding affinity (normalized) is 0.576. The peptide sequence is QPEWFRNVLSIAPIMF. The MHC is DRB1_1302 with pseudo-sequence DRB1_1302.